From a dataset of Reaction yield outcomes from USPTO patents with 853,638 reactions. Predict the reaction yield, written as a fraction of the theoretical maximum amount of product (1.0 means a 100% yield; for example, 0.34 means a 34% yield). (1) The catalyst is C(O)(C)(C)C.O. The reactants are [C:1]([C:3]1[CH:8]=[CH:7][CH:6]=[C:5]([O:9][CH3:10])[CH:4]=1)#[CH:2].O=C1O[C@H]([C@H](CO)O)C([O-])=C1O.[Na+].[N:24]([C:27]1[CH:35]=[CH:34][C:30]([C:31]([OH:33])=[O:32])=[CH:29][CH:28]=1)=[N+:25]=[N-:26]. The product is [CH3:10][O:9][C:5]1[CH:4]=[C:3]([C:1]2[N:26]=[N:25][N:24]([C:27]3[CH:28]=[CH:29][C:30]([C:31]([OH:33])=[O:32])=[CH:34][CH:35]=3)[CH:2]=2)[CH:8]=[CH:7][CH:6]=1. The yield is 0.990. (2) The reactants are [F:1][C:2]([CH3:36])([CH3:35])[CH2:3][N:4]1[CH2:9][CH2:8][CH:7]([CH2:10][O:11][C:12]2[CH:17]=[CH:16][C:15]([C:18]3[C:19]([C:24]([N:26]4[CH2:31][CH2:30][CH2:29][CH2:28][CH:27]4[C:32]([OH:34])=O)=[O:25])=[CH:20][CH:21]=[CH:22][CH:23]=3)=[CH:14][CH:13]=2)[CH2:6][CH2:5]1.C(Cl)CCl.C1C=CC2N(O)N=[N:47]C=2C=1.CCN(C(C)C)C(C)C.[NH4+].[Cl-]. The catalyst is CN(C=O)C.O. The product is [F:1][C:2]([CH3:36])([CH3:35])[CH2:3][N:4]1[CH2:5][CH2:6][CH:7]([CH2:10][O:11][C:12]2[CH:17]=[CH:16][C:15]([C:18]3[C:19]([C:24]([N:26]4[CH2:31][CH2:30][CH2:29][CH2:28][CH:27]4[C:32]([NH2:47])=[O:34])=[O:25])=[CH:20][CH:21]=[CH:22][CH:23]=3)=[CH:14][CH:13]=2)[CH2:8][CH2:9]1. The yield is 0.460. (3) The reactants are [C:1]([NH:5][S:6]([C:9]1[CH:14]=[CH:13][C:12](/[CH:15]=[CH:16]/N(C)C)=[C:11]([N+:20]([O-])=O)[CH:10]=1)(=[O:8])=[O:7])([CH3:4])([CH3:3])[CH3:2]. The catalyst is O1CCCC1.C(O)C.[Pd]. The product is [C:1]([NH:5][S:6]([C:9]1[CH:10]=[C:11]2[C:12]([CH:15]=[CH:16][NH:20]2)=[CH:13][CH:14]=1)(=[O:7])=[O:8])([CH3:2])([CH3:3])[CH3:4]. The yield is 0.871. (4) The reactants are [NH2:1][C:2]1[N:7]=[CH:6][C:5]([CH2:8][CH2:9][C:10]2[CH:11]=[C:12]([CH:17]=[C:18]([O:21][CH3:22])[C:19]=2[F:20])[C:13]([O:15][CH3:16])=[O:14])=[CH:4][N:3]=1.Br[C:24]1[N:29]=[CH:28][C:27]([CH2:30][N:31]2[CH2:36][CH2:35][O:34][CH2:33][CH2:32]2)=[CH:26][CH:25]=1.C([O-])([O-])=O.[Cs+].[Cs+].CC1(C)C2C(=C(P(C3C=CC=CC=3)C3C=CC=CC=3)C=CC=2)OC2C(P(C3C=CC=CC=3)C3C=CC=CC=3)=CC=CC1=2. The catalyst is O1CCOCC1. The product is [F:20][C:19]1[C:10]([CH2:9][CH2:8][C:5]2[CH:6]=[N:7][C:2]([NH:1][C:24]3[CH:25]=[CH:26][C:27]([CH2:30][N:31]4[CH2:36][CH2:35][O:34][CH2:33][CH2:32]4)=[CH:28][N:29]=3)=[N:3][CH:4]=2)=[CH:11][C:12]([C:13]([O:15][CH3:16])=[O:14])=[CH:17][C:18]=1[O:21][CH3:22]. The yield is 0.423. (5) The reactants are O[C@H:2]1[CH2:6][N:5]([C:7]([O:9][C:10]([CH3:13])([CH3:12])[CH3:11])=[O:8])[C@@H:4]([C:14]([O:16][CH3:17])=[O:15])[CH2:3]1.COCCN(S(F)(F)[F:28])CCOC. The catalyst is ClCCl.C(Cl)(Cl)Cl. The product is [F:28][C@@H:2]1[CH2:6][N:5]([C:7]([O:9][C:10]([CH3:13])([CH3:12])[CH3:11])=[O:8])[C@H:4]([C:14]([O:16][CH3:17])=[O:15])[CH2:3]1. The yield is 0.720. (6) The catalyst is C(Cl)Cl.O1CCOCC1. The reactants are [Cl:1][C:2]1[CH:26]=[C:25]([NH:27][C:28]([NH:30][C:31]2[CH:36]=[N:35][C:34]([C:37]#[N:38])=[CH:33][N:32]=2)=[O:29])[CH:24]=[CH:23][C:3]=1[CH2:4][CH2:5][N:6]([CH2:14][C:15]1[CH:20]=[CH:19][CH:18]=[CH:17][C:16]=1OC)C(=O)OC(C)(C)C.Cl. The yield is 0.380. The product is [ClH:1].[Cl:1][C:2]1[CH:26]=[C:25]([NH:27][C:28]([NH:30][C:31]2[CH:36]=[N:35][C:34]([C:37]#[N:38])=[CH:33][N:32]=2)=[O:29])[CH:24]=[CH:23][C:3]=1[CH2:4][CH2:5][NH:6][CH2:14][CH:15]1[CH2:16][CH2:17][CH2:18][CH2:19][CH2:20]1. (7) The product is [F:9][C:3]1[CH:4]=[C:5]([Si:29]([CH3:31])([CH3:30])[CH3:28])[CH:6]=[CH:7][C:2]=1[B:19]1[O:23][C:22]([CH3:25])([CH3:24])[C:21]([CH3:27])([CH3:26])[O:20]1. The catalyst is C1COCC1. The reactants are Br[C:2]1[CH:7]=[CH:6][C:5](Br)=[CH:4][C:3]=1[F:9].[Li]CCCC.C(O[B:19]1[O:23][C:22]([CH3:25])([CH3:24])[C:21]([CH3:27])([CH3:26])[O:20]1)(C)C.[CH3:28][Si:29](Cl)([CH3:31])[CH3:30].[NH4+].[Cl-]. The yield is 0.760.